Predict the product of the given reaction. From a dataset of Forward reaction prediction with 1.9M reactions from USPTO patents (1976-2016). (1) Given the reactants C[N:2]([CH3:23])/[CH:3]=[C:4](/[C:10]1[C:15]([C:16]([O:18]CC)=O)=[CH:14][N:13]=[C:12]([S:21][CH3:22])[N:11]=1)\[C:5]([O:7][CH2:8][CH3:9])=[O:6].[CH2:24](N)[CH:25]=C.Cl.ClCCl, predict the reaction product. The product is: [CH2:23]([N:2]1[CH:3]=[C:4]([C:5]([O:7][CH2:8][CH3:9])=[O:6])[C:10]2[N:11]=[C:12]([S:21][CH3:22])[N:13]=[CH:14][C:15]=2[C:16]1=[O:18])[CH:24]=[CH2:25]. (2) Given the reactants [Cl:1][C:2]1[CH:7]=[C:6]([Cl:8])[CH:5]=[CH:4][C:3]=1[C:9](=O)[CH2:10][C:11]([O:13][CH2:14][CH3:15])=[O:12].C(C1C(=O)C(Cl)=C(Cl)C(=O)C=1C#N)#N.ClC1C=CC=CN=1.ClC1N=C(C2C=CC=CC=2)C(C(OCC)=O)=CC=1.N[C:57]1[N:62]=[C:61]([NH:63][CH2:64][CH2:65][NH:66][C:67]2[CH:72]=[CH:71]C(C3NC=CN=3)=C(C3C=CC(Cl)=CC=3Cl)[N:68]=2)[CH:60]=[CH:59][C:58]=1[N+:86]([O-:88])=[O:87], predict the reaction product. The product is: [Cl:1][C:2]1[CH:7]=[C:6]([Cl:8])[CH:5]=[CH:4][C:3]=1[C:9]1[C:10]([C:11]([O:13][CH2:14][CH3:15])=[O:12])=[CH:71][CH:72]=[C:67]([NH:66][CH2:65][CH2:64][NH:63][C:61]2[CH:60]=[CH:59][C:58]([N+:86]([O-:88])=[O:87])=[CH:57][N:62]=2)[N:68]=1. (3) Given the reactants [Br:1][C:2]1[CH:3]=[C:4]2[C:9](=[CH:10][CH:11]=1)[N:8]=[CH:7][C:6](I)=[C:5]2[O:13][CH3:14].[O:15]1[CH2:19][CH2:18][NH:17][C:16]1=[O:20].P([O-])([O-])([O-])=O.[K+].[K+].[K+].CNC(NC)C, predict the reaction product. The product is: [Br:1][C:2]1[CH:3]=[C:4]2[C:9](=[CH:10][CH:11]=1)[N:8]=[CH:7][C:6]([N:17]1[CH2:18][CH2:19][O:15][C:16]1=[O:20])=[C:5]2[O:13][CH3:14].